This data is from Full USPTO retrosynthesis dataset with 1.9M reactions from patents (1976-2016). The task is: Predict the reactants needed to synthesize the given product. (1) Given the product [O:28]1[CH2:27][CH2:26][N:25]([C:22]2[O:23][C:24]3[C:19]([C:20](=[O:31])[CH:21]=2)=[CH:18][C:17]([C:32]([N:34]2[CH2:35][CH2:36][CH2:37][CH2:38]2)=[O:33])=[CH:16][CH:15]=3)[CH2:30][CH2:29]1, predict the reactants needed to synthesize it. The reactants are: FC1C=C(C=C(F)C=1)NC.Br.BrC([C:15]1[CH:16]=[C:17]([C:32]([N:34]2[CH2:38][CH2:37][CH2:36][CH2:35]2)=[O:33])[CH:18]=[C:19]2[C:24]=1[O:23][C:22]([N:25]1[CH2:30][CH2:29][O:28][CH2:27][CH2:26]1)=[CH:21][C:20]2=[O:31])C.[I-].[K+].CO. (2) Given the product [CH2:1]([CH:5]1[CH2:6][CH2:7][N:8]([CH2:11][CH2:12][CH2:13][C:14]([C:16]2[CH:21]=[CH:20][CH:19]=[CH:18][C:17]=2[OH:22])=[O:15])[CH2:9][CH2:10]1)[CH2:2][CH2:3][CH3:4], predict the reactants needed to synthesize it. The reactants are: [CH2:1]([CH:5]1[CH2:10][CH2:9][N:8]([CH2:11][CH2:12][CH2:13][C:14]([C:16]2[CH:21]=[CH:20][CH:19]=[CH:18][C:17]=2[O:22]CC2C=CC=CC=2)=[O:15])[CH2:7][CH2:6]1)[CH2:2][CH2:3][CH3:4].Cl.[OH-].[Na+].C(Cl)Cl.CO. (3) Given the product [N:9]1[CH:10]=[CH:11][CH:12]=[CH:13][C:8]=1[CH2:7][CH:4]1[CH2:5][CH2:6][N:1]([CH2:15][C:16]#[N:17])[CH2:2][CH2:3]1, predict the reactants needed to synthesize it. The reactants are: [NH:1]1[CH2:6][CH2:5][CH:4]([CH2:7][C:8]2[CH:13]=[CH:12][CH:11]=[CH:10][N:9]=2)[CH2:3][CH2:2]1.Br[CH2:15][C:16]#[N:17].